This data is from Full USPTO retrosynthesis dataset with 1.9M reactions from patents (1976-2016). The task is: Predict the reactants needed to synthesize the given product. (1) Given the product [CH3:1][C@@H:2]([C@@H:5]([O:7][CH:8]1[CH2:13][CH2:12][CH2:11][CH2:10][O:9]1)[CH3:6])[CH:3]=[O:4], predict the reactants needed to synthesize it. The reactants are: [CH3:1][C@@H:2]([C@@H:5]([O:7][CH:8]1[CH2:13][CH2:12][CH2:11][CH2:10][O:9]1)[CH3:6])[CH2:3][OH:4].CCN(CC)CC.O.CCOCC. (2) Given the product [F:18][C:15]1([F:19])[CH2:14][CH2:13][CH:12]([CH2:11][N:10]2[C:4]3[C:5](=[N:6][CH:7]=[C:2]([C:35]4[C:31]([CH3:30])=[N:32][NH:33][C:34]=4[CH3:45])[CH:3]=3)[C:8]([C:20]3[CH:21]=[N:22][N:23]([CH2:25][C:26]([F:28])([F:29])[F:27])[CH:24]=3)=[CH:9]2)[CH2:17][CH2:16]1, predict the reactants needed to synthesize it. The reactants are: Br[C:2]1[CH:3]=[C:4]2[N:10]([CH2:11][CH:12]3[CH2:17][CH2:16][C:15]([F:19])([F:18])[CH2:14][CH2:13]3)[CH:9]=[C:8]([C:20]3[CH:21]=[N:22][N:23]([CH2:25][C:26]([F:29])([F:28])[F:27])[CH:24]=3)[C:5]2=[N:6][CH:7]=1.[CH3:30][C:31]1[C:35](B2OC(C)(C)C(C)(C)O2)=[C:34]([CH3:45])[N:33](C(OC(C)(C)C)=O)[N:32]=1.C(=O)([O-])[O-].[K+].[K+].O. (3) Given the product [C:1]([O:5][C:6]([N:8]1[CH2:13][CH2:12][CH2:11][CH2:10][CH:9]1[CH2:14][C:15]1[O:17][C:25]([C:22]2[CH:23]=[CH:24][C:19]([Cl:18])=[CH:20][CH:21]=2)=[N:26][N:27]=1)=[O:7])([CH3:2])([CH3:3])[CH3:4], predict the reactants needed to synthesize it. The reactants are: [C:1]([O:5][C:6]([N:8]1[CH2:13][CH2:12][CH2:11][CH2:10][CH:9]1[CH2:14][C:15]([OH:17])=O)=[O:7])([CH3:4])([CH3:3])[CH3:2].[Cl:18][C:19]1[CH:24]=[CH:23][C:22]([C:25]2NN=[N:27][N:26]=2)=[CH:21][CH:20]=1.C1(N=C=NC2CCCCC2)CCCCC1. (4) Given the product [CH3:9][C:5]1[C:6]([CH3:8])=[CH:7][C:2]([NH:22][CH2:21][CH2:20][CH2:19][CH:16]2[CH2:17][CH2:18][O:13][CH2:14][CH2:15]2)=[C:3]([N+:10]([O-:12])=[O:11])[CH:4]=1, predict the reactants needed to synthesize it. The reactants are: Br[C:2]1[CH:7]=[C:6]([CH3:8])[C:5]([CH3:9])=[CH:4][C:3]=1[N+:10]([O-:12])=[O:11].[O:13]1[CH2:18][CH2:17][CH:16]([CH2:19][CH2:20][CH2:21][NH2:22])[CH2:15][CH2:14]1.[OH-].[Na+]. (5) The reactants are: [OH:1][C:2]1[CH:11]=[C:10]2[C:5]([CH:6]=[C:7]([S:16](Cl)(=[O:18])=[O:17])[CH:8]=[C:9]2[S:12](Cl)(=[O:14])=[O:13])=[CH:4][CH:3]=1.[Cl:20][C:21]1[C:27]([Cl:28])=[CH:26][CH:25]=[CH:24][C:22]=1[NH2:23]. Given the product [Cl:20][C:21]1[C:27]([Cl:28])=[CH:26][CH:25]=[CH:24][C:22]=1[NH:23][S:12]([C:9]1[C:10]2[C:5](=[CH:4][CH:3]=[C:2]([OH:1])[CH:11]=2)[CH:6]=[C:7]([S:16]([NH:23][C:22]2[CH:24]=[CH:25][CH:26]=[C:27]([Cl:28])[C:21]=2[Cl:20])(=[O:18])=[O:17])[CH:8]=1)(=[O:14])=[O:13], predict the reactants needed to synthesize it. (6) Given the product [N:16]1[CH:17]=[CH:18][CH:19]=[CH:20][C:15]=1[C:12]1[CH:13]=[CH:14][C:9]([C:7]2[NH:6][C:5]3[CH:21]=[CH:22][C:2]([NH:1][C:23](=[O:30])[C:24]4[CH:29]=[CH:28][CH:27]=[CH:26][CH:25]=4)=[CH:3][C:4]=3[N:8]=2)=[CH:10][CH:11]=1, predict the reactants needed to synthesize it. The reactants are: [NH2:1][C:2]1[CH:22]=[CH:21][C:5]2[NH:6][C:7]([C:9]3[CH:14]=[CH:13][C:12]([C:15]4[CH:20]=[CH:19][CH:18]=[CH:17][N:16]=4)=[CH:11][CH:10]=3)=[N:8][C:4]=2[CH:3]=1.[C:23]([O-])(=[O:30])[C:24]1[CH:29]=[CH:28][CH:27]=[CH:26][CH:25]=1. (7) Given the product [CH3:26][C:18]1[CH:19]=[C:20]([N+:23]([O-:25])=[O:24])[CH:21]=[CH:22][C:17]=1[N:1]1[CH2:6][CH2:5][NH:4][CH2:3][CH2:2]1, predict the reactants needed to synthesize it. The reactants are: [NH:1]1[CH2:6][CH2:5][NH:4][CH2:3][CH2:2]1.C(N(CC)C(C)C)(C)C.F[C:17]1[CH:22]=[CH:21][C:20]([N+:23]([O-:25])=[O:24])=[CH:19][C:18]=1[CH3:26].O. (8) Given the product [NH2:9][C:7]1[N:8]=[C:3]([CH3:2])[C:4]([CH2:16][C:17]2[CH:22]=[CH:21][C:20]([CH2:23][OH:24])=[CH:19][CH:18]=2)=[C:5]([NH:10][CH2:11][CH2:12][CH2:13][CH2:14][CH3:15])[N:6]=1, predict the reactants needed to synthesize it. The reactants are: Cl.[CH3:2][C:3]1[N:8]=[C:7]([NH2:9])[N:6]=[C:5]([NH:10][CH2:11][CH2:12][CH2:13][CH2:14][CH3:15])[C:4]=1[CH2:16][C:17]1[CH:22]=[CH:21][C:20]([CH2:23][O:24]C2CCCCO2)=[CH:19][CH:18]=1. (9) Given the product [CH:9]1([N:8]([CH3:7])[C:23]2[CH:28]=[CH:27][C:26]([F:29])=[CH:25][C:24]=2[N+:30]([O-:32])=[O:31])[CH2:14][CH2:13][CH2:12][CH2:11][CH2:10]1, predict the reactants needed to synthesize it. The reactants are: C(=O)([O-])[O-].[K+].[K+].[CH3:7][NH:8][CH:9]1[CH2:14][CH2:13][CH2:12][CH2:11][CH2:10]1.CN1CCCC1=O.F[C:23]1[CH:28]=[CH:27][C:26]([F:29])=[CH:25][C:24]=1[N+:30]([O-:32])=[O:31]. (10) Given the product [Br:13][C:14]1[CH:22]=[CH:21][C:17]([CH2:18][CH2:19][C:4]#[N:6])=[CH:16][CH:15]=1, predict the reactants needed to synthesize it. The reactants are: CCO[C:4](/[N:6]=N/C(OCC)=O)=O.[Br:13][C:14]1[CH:22]=[CH:21][C:17]([CH2:18][CH2:19]O)=[CH:16][CH:15]=1.C1(P(C2C=CC=CC=2)C2C=CC=CC=2)C=CC=CC=1.CC(C)(O)C#N.